From a dataset of HIV replication inhibition screening data with 41,000+ compounds from the AIDS Antiviral Screen. Binary Classification. Given a drug SMILES string, predict its activity (active/inactive) in a high-throughput screening assay against a specified biological target. The drug is CC(=O)CCNc1ccc(-c2cc(-c3ccc(N(C)C)cc3)nc3ccc4ccccc4c23)cc1. The result is 0 (inactive).